Dataset: Forward reaction prediction with 1.9M reactions from USPTO patents (1976-2016). Task: Predict the product of the given reaction. (1) Given the reactants [CH3:1][C:2]1C=[CH:6][C:5](S(OCCCCC#C)(=O)=O)=[CH:4][CH:3]=1.[N-:18]=[N+:19]=[N-:20].[Na+], predict the reaction product. The product is: [N:18]([CH2:1][CH2:2][CH2:3][CH2:4][C:5]#[CH:6])=[N+:19]=[N-:20]. (2) Given the reactants C([O:8][N:9]1[C:14]2[N:15]=[CH:16][N:17]=[C:18]([CH3:19])[C:13]=2[C:12]([NH:20][CH2:21][CH2:22][C:23]2[CH:24]=[N:25][CH:26]=[CH:27][CH:28]=2)=[CH:11][C:10]1=[O:29])C1C=CC=CC=1.[H][H], predict the reaction product. The product is: [OH:8][N:9]1[C:14]2[N:15]=[CH:16][N:17]=[C:18]([CH3:19])[C:13]=2[C:12]([NH:20][CH2:21][CH2:22][C:23]2[CH:24]=[N:25][CH:26]=[CH:27][CH:28]=2)=[CH:11][C:10]1=[O:29].